Dataset: Forward reaction prediction with 1.9M reactions from USPTO patents (1976-2016). Task: Predict the product of the given reaction. Given the reactants [N:1]1[C:8](Cl)=[N:7][C:5]([Cl:6])=[N:4][C:2]=1[Cl:3].C1COCC1.[C:15]1([Mg]Br)[CH:20]=[CH:19][CH:18]=[CH:17][CH:16]=1.O, predict the reaction product. The product is: [Cl:3][C:2]1[N:4]=[C:5]([Cl:6])[N:7]=[C:8]([C:15]2[CH:20]=[CH:19][CH:18]=[CH:17][CH:16]=2)[N:1]=1.